Predict the reactants needed to synthesize the given product. From a dataset of Full USPTO retrosynthesis dataset with 1.9M reactions from patents (1976-2016). (1) Given the product [C:1]([O:5][C:6]([NH:8][C@H:9]1[CH2:13][CH2:12][N:11]([S:14]([C:17]2[C:18]3[C:19]([Cl:28])=[CH:20][N:21]=[C:22]([NH2:35])[C:23]=3[CH:24]=[CH:25][CH:26]=2)(=[O:16])=[O:15])[CH2:10]1)=[O:7])([CH3:4])([CH3:3])[CH3:2], predict the reactants needed to synthesize it. The reactants are: [C:1]([O:5][C:6]([NH:8][C@H:9]1[CH2:13][CH2:12][N:11]([S:14]([C:17]2[C:18]3[C:19]([Cl:28])=[CH:20][N:21]=[C:22](Cl)[C:23]=3[CH:24]=[CH:25][CH:26]=2)(=[O:16])=[O:15])[CH2:10]1)=[O:7])([CH3:4])([CH3:3])[CH3:2].C(=O)([O-])[O-].[K+].[K+].[NH3:35]. (2) Given the product [CH3:10][O:9][C:7](=[O:8])[C:6]1[CH:11]=[C:12]([O:14][CH2:15][C:16](=[O:18])[NH2:17])[CH:13]=[C:4]([C:3]([OH:19])=[O:2])[CH:5]=1, predict the reactants needed to synthesize it. The reactants are: C[O:2][C:3](=[O:19])[C:4]1[CH:13]=[C:12]([O:14][CH2:15][C:16](=[O:18])[NH2:17])[CH:11]=[C:6]([C:7]([O:9][CH3:10])=[O:8])[CH:5]=1.[OH-].[Na+]. (3) Given the product [CH2:13]([C:10]1[C:11](=[O:12])[N:6]2[N:5]=[CH:4][C:3]([C:1]#[N:2])=[C:7]2[NH:8][C:9]=1[C:15]1[O:16][C:19]([C:21]2[CH:22]=[CH:23][CH:24]=[CH:25][CH:26]=2)=[CH:18][N:17]=1)[CH3:14], predict the reactants needed to synthesize it. The reactants are: [C:1]([C:3]1[CH:4]=[N:5][N:6]2[C:11](=[O:12])[C:10]([CH2:13][CH3:14])=[C:9]([C:15]([NH:17][CH2:18][C:19]([C:21]3[CH:26]=[CH:25][CH:24]=[CH:23][CH:22]=3)=O)=[O:16])[NH:8][C:7]=12)#[N:2].CC[N+](S(N=C(OC)[O-])(=O)=O)(CC)CC. (4) Given the product [F:22][C:2]([F:1])([F:21])[C:3]([N:5]([CH2:6][CH:7]1[CH2:11][CH2:10][N:9]([CH2:25][CH2:24][C:23]([O:27][C:28]([CH3:31])([CH3:30])[CH3:29])=[O:26])[CH2:8]1)[C@@H:12]1[CH2:14][C@H:13]1[C:15]1[CH:20]=[CH:19][CH:18]=[CH:17][CH:16]=1)=[O:4], predict the reactants needed to synthesize it. The reactants are: [F:1][C:2]([F:22])([F:21])[C:3]([N:5]([C@@H:12]1[CH2:14][C@H:13]1[C:15]1[CH:20]=[CH:19][CH:18]=[CH:17][CH:16]=1)[CH2:6][CH:7]1[CH2:11][CH2:10][NH:9][CH2:8]1)=[O:4].[C:23]([O:27][C:28]([CH3:31])([CH3:30])[CH3:29])(=[O:26])[CH:24]=[CH2:25].C(=O)([O-])[O-].[K+].[K+]. (5) The reactants are: Br[C:2]1[CH:3]=[CH:4][C:5]([O:8][CH2:9][C:10]2[C:11]([C:16]3[CH:21]=[CH:20][CH:19]=[CH:18][CH:17]=3)=[N:12][O:13][C:14]=2[CH3:15])=[N:6][CH:7]=1.C([Li])CCC.[O:27]1[CH2:30][C:29](=[O:31])[CH2:28]1.CO. Given the product [CH3:15][C:14]1[O:13][N:12]=[C:11]([C:16]2[CH:21]=[CH:20][CH:19]=[CH:18][CH:17]=2)[C:10]=1[CH2:9][O:8][C:5]1[N:6]=[CH:7][C:2]([C:29]2([OH:31])[CH2:30][O:27][CH2:28]2)=[CH:3][CH:4]=1, predict the reactants needed to synthesize it.